This data is from Catalyst prediction with 721,799 reactions and 888 catalyst types from USPTO. The task is: Predict which catalyst facilitates the given reaction. Reactant: [CH:1]([S:3]([O:6][C:7]1[CH:12]=[CH:11][CH:10]=[CH:9][CH:8]=1)(=[O:5])=[O:4])=[CH2:2].[N+:13]([CH:16]([CH3:18])[CH3:17])([O-:15])=[O:14].C(N(C(C)C)C(C)C)C.Cl. Product: [CH3:17][C:16]([N+:13]([O-:15])=[O:14])([CH3:18])[CH2:2][CH2:1][S:3]([O:6][C:7]1[CH:12]=[CH:11][CH:10]=[CH:9][CH:8]=1)(=[O:4])=[O:5]. The catalyst class is: 425.